From a dataset of Drug-target binding data from BindingDB using Ki measurements. Regression. Given a target protein amino acid sequence and a drug SMILES string, predict the binding affinity score between them. We predict pKi (pKi = -log10(Ki in M); higher means stronger inhibition). Dataset: bindingdb_ki. (1) The small molecule is COc1ccc(N2CCN(C(=O)c3cc4c(s3)-c3ccccc3S(=O)(=O)C4)CC2)cc1. The target protein sequence is MCGNNMSTPLPAIVPAARKATAAVIFLHGLGDTGHGWAEAFAGIRSSHIKYICPHAPVRPVTLNMNVAMPSWFDIIGLSPDSQEDESGIKQAAENIKALIDQEVKNGIPSNRIILGGFSQGGALSLYTALTTQQKLAGVTALSCWLPLRASFPQGPIGGANRDISILQCHGDCDPMVPLMFGSLTVEKLKTLVNPANVTFKTYEGMMHSSCQQEMMDVKQFIDKLLPPID. The pKi is 5.0. (2) The pKi is 6.0. The target protein (Q5U3Y7) has sequence MGAVTARRCVEWLLGLYFVSHIPITMFIDLQALLPPELYPQEFSNLLRWYSKEFKDPLMQEPPVWFKSFLFCELVFQLPFFPIAAYAFFKGSCRWIRIPAIIYAVHTITTLIPILYTILFEDFSKAIAFKGQRPENFRERLTLVGVYAPYLIIPLILLLFMLRNPYYKFEEKRKKK. The drug is OCC(c1ccccc1)N1CCCN(Cc2ccccc2)[C@@H](Cc2ccccc2)C1. (3) The drug is Nc1ccc(S(N)(=O)=O)cc1F. The target protein sequence is MRFVSMIIKDILRENQDFRFRDLSDLKHSPKLCIITCMDSRLIDLLERALGIGRGDAKVIKNAGNIVDDGVIRSAAVAIYALGVNEIIIVGHTDCGMARLDEDLIVSRMRELGVEEEVIENFSIDVLNPVGDEEENVIEGVKRLKSSPLIPESIGVHGLIIDINTGRLKPLYLDED. The pKi is 4.3.